This data is from Peptide-MHC class II binding affinity with 134,281 pairs from IEDB. The task is: Regression. Given a peptide amino acid sequence and an MHC pseudo amino acid sequence, predict their binding affinity value. This is MHC class II binding data. (1) The peptide sequence is MHVSFVMAYPEMLAA. The MHC is DRB3_0101 with pseudo-sequence DRB3_0101. The binding affinity (normalized) is 0.521. (2) The peptide sequence is FSCLNSEKEFERAIC. The MHC is DRB1_0101 with pseudo-sequence DRB1_0101. The binding affinity (normalized) is 0.496. (3) The peptide sequence is MSQIMYNYPAMMAHA. The MHC is DRB1_1201 with pseudo-sequence DRB1_1201. The binding affinity (normalized) is 0.370.